Dataset: Reaction yield outcomes from USPTO patents with 853,638 reactions. Task: Predict the reaction yield, written as a fraction of the theoretical maximum amount of product (1.0 means a 100% yield; for example, 0.34 means a 34% yield). (1) The reactants are [Br-].[CH2:2]([P+](C1C=CC=CC=1)(C1C=CC=CC=1)C1C=CC=CC=1)[C:3]1[CH:8]=[CH:7][CH:6]=[CH:5][CH:4]=1.C1CCN2C(=NCCC2)CC1.[CH2:39]([O:46][C:47]1[CH:48]=[C:49]2[C:53](=[CH:54][CH:55]=1)[N:52]([CH3:56])[C:51]([CH:57]=O)=[CH:50]2)[C:40]1[CH:45]=[CH:44][CH:43]=[CH:42][CH:41]=1. The product is [CH2:39]([O:46][C:47]1[CH:48]=[C:49]2[C:53](=[CH:54][CH:55]=1)[N:52]([CH3:56])[C:51]([CH:57]=[CH:2][C:3]1[CH:4]=[CH:5][CH:6]=[CH:7][CH:8]=1)=[CH:50]2)[C:40]1[CH:41]=[CH:42][CH:43]=[CH:44][CH:45]=1. The catalyst is C(#N)C. The yield is 0.345. (2) The reactants are [Cl:1][C:2]1[CH:10]=[C:9]2[C:5]([C:6]([C:11](=[O:16])[C:12]([F:15])([F:14])[F:13])=[CH:7][NH:8]2)=[CH:4][CH:3]=1.C(=O)([O-])[O-].[K+].[K+].I[CH:24]([CH3:26])[CH3:25]. The catalyst is CN(C)C=O. The product is [Cl:1][C:2]1[CH:10]=[C:9]2[C:5]([C:6]([C:11](=[O:16])[C:12]([F:13])([F:14])[F:15])=[CH:7][N:8]2[CH:24]([CH3:26])[CH3:25])=[CH:4][CH:3]=1. The yield is 0.830. (3) The reactants are Cl[C:2]1[N:7]=[CH:6][C:5]([C:8]2[CH:13]=[CH:12][N:11]=[C:10]([C:14]([NH:16][C:17]3[CH:22]=[CH:21][CH:20]=[C:19]([C:23]4[N:27]([CH:28]5[CH2:30][CH2:29]5)[CH:26]=[N:25][N:24]=4)[CH:18]=3)=[O:15])[CH:9]=2)=[CH:4][CH:3]=1. The catalyst is C1(N)CC1. The product is [CH:28]1([N:27]2[CH:26]=[N:25][N:24]=[C:23]2[C:19]2[CH:18]=[C:17]([NH:16][C:14]([C:10]3[CH:9]=[C:8]([C:5]4[CH:6]=[N:7][C:2]([NH:27][CH:28]5[CH2:30][CH2:29]5)=[CH:3][CH:4]=4)[CH:13]=[CH:12][N:11]=3)=[O:15])[CH:22]=[CH:21][CH:20]=2)[CH2:30][CH2:29]1. The yield is 0.500.